Predict which catalyst facilitates the given reaction. From a dataset of Catalyst prediction with 721,799 reactions and 888 catalyst types from USPTO. (1) Reactant: Cl[C:2]1[CH:7]=[C:6]([Cl:8])[N:5]=[C:4]([CH3:9])[N:3]=1.[F:10][C:11]([F:29])([F:28])[C:12]1[CH:17]=[CH:16][CH:15]=[CH:14][C:13]=1[CH2:18][NH:19][C:20]([CH:22]1[CH2:27][CH2:26][NH:25][CH2:24][CH2:23]1)=[O:21].[OH-].[Na+]. Product: [Cl:8][C:6]1[N:5]=[C:4]([CH3:9])[N:3]=[C:2]([N:25]2[CH2:26][CH2:27][CH:22]([C:20]([NH:19][CH2:18][C:13]3[CH:14]=[CH:15][CH:16]=[CH:17][C:12]=3[C:11]([F:10])([F:28])[F:29])=[O:21])[CH2:23][CH2:24]2)[CH:7]=1. The catalyst class is: 12. (2) Reactant: [Cl:1][C:2]1[CH:3]=[C:4]2[C:9](=[CH:10][CH:11]=1)[NH:8][CH:7]([C:12]1[CH:13]=[C:14]([NH2:18])[CH:15]=[CH:16][CH:17]=1)[CH2:6][C:5]2([CH3:20])[CH3:19].[F:21][C:22]1[CH:23]=[C:24]([S:28](Cl)(=[O:30])=[O:29])[CH:25]=[CH:26][CH:27]=1. Product: [Cl:1][C:2]1[CH:3]=[C:4]2[C:9](=[CH:10][CH:11]=1)[NH:8][CH:7]([C:12]1[CH:13]=[C:14]([NH:18][S:28]([C:24]3[CH:25]=[CH:26][CH:27]=[C:22]([F:21])[CH:23]=3)(=[O:30])=[O:29])[CH:15]=[CH:16][CH:17]=1)[CH2:6][C:5]2([CH3:20])[CH3:19]. The catalyst class is: 17.